This data is from Retrosynthesis with 50K atom-mapped reactions and 10 reaction types from USPTO. The task is: Predict the reactants needed to synthesize the given product. (1) Given the product O=C(NS(=O)(=O)c1ccccc1)c1cc2ccccc2n1Cc1ccc(Cl)c(Cl)c1, predict the reactants needed to synthesize it. The reactants are: NS(=O)(=O)c1ccccc1.O=C(O)c1cc2ccccc2n1Cc1ccc(Cl)c(Cl)c1. (2) Given the product Cn1cnc(CNC(=O)c2nc3c(C(F)(F)F)cc(-c4ccco4)cn3c2Cl)c1, predict the reactants needed to synthesize it. The reactants are: Cn1cnc(CN)c1.O=C(O)c1nc2c(C(F)(F)F)cc(-c3ccco3)cn2c1Cl. (3) Given the product CCc1ccccc1-c1cc(C(=O)CCc2cc(C)c(O)c(C)c2)sc1CC, predict the reactants needed to synthesize it. The reactants are: CCc1ccccc1B(O)O.CCc1sc(C(=O)CCc2cc(C)c(O)c(C)c2)cc1Br. (4) The reactants are: CC(C=O)Cc1ccc(C(C)(C)C)cc1.CC1CNCC(C)C1. Given the product CC(Cc1ccc(C(C)(C)C)cc1)CN1CC(C)CC(C)C1, predict the reactants needed to synthesize it.